The task is: Predict the reactants needed to synthesize the given product.. This data is from Full USPTO retrosynthesis dataset with 1.9M reactions from patents (1976-2016). Given the product [Cl:1][C:2]1[CH:8]=[C:7]([Cl:9])[CH:6]=[C:4]2[C:3]=1[CH:11]([C:19]1[CH:22]=[CH:23][C:24]([CH3:26])=[CH:25][C:18]=1[CH3:17])[CH2:10][CH:12]([C:13]([OH:15])=[O:14])[NH:5]2, predict the reactants needed to synthesize it. The reactants are: [Cl:1][C:2]1[CH:3]=[C:4]([CH:6]=[C:7]([Cl:9])[CH:8]=1)[NH2:5].[CH2:10]([C:12](=O)[C:13]([O-:15])=[O:14])[CH3:11].[CH3:17][C:18]1[CH:25]=[C:24]([CH3:26])[CH:23]=[CH:22][C:19]=1C=C.FC(F)(F)C(O)=O.[OH-].[Na+].